Task: Regression. Given two drug SMILES strings and cell line genomic features, predict the synergy score measuring deviation from expected non-interaction effect.. Dataset: NCI-60 drug combinations with 297,098 pairs across 59 cell lines (1) Drug 1: C1CCC(C1)C(CC#N)N2C=C(C=N2)C3=C4C=CNC4=NC=N3. Drug 2: CC1=C(C(=O)C2=C(C1=O)N3CC4C(C3(C2COC(=O)N)OC)N4)N. Cell line: NCI-H226. Synergy scores: CSS=24.0, Synergy_ZIP=-2.16, Synergy_Bliss=11.7, Synergy_Loewe=6.78, Synergy_HSA=12.3. (2) Drug 1: CC1OCC2C(O1)C(C(C(O2)OC3C4COC(=O)C4C(C5=CC6=C(C=C35)OCO6)C7=CC(=C(C(=C7)OC)O)OC)O)O. Drug 2: CC1C(C(CC(O1)OC2CC(CC3=C2C(=C4C(=C3O)C(=O)C5=CC=CC=C5C4=O)O)(C(=O)C)O)N)O. Cell line: MDA-MB-435. Synergy scores: CSS=54.1, Synergy_ZIP=-9.44, Synergy_Bliss=-6.99, Synergy_Loewe=-5.98, Synergy_HSA=-2.44. (3) Drug 1: C1=CC(=C2C(=C1NCCNCCO)C(=O)C3=C(C=CC(=C3C2=O)O)O)NCCNCCO. Drug 2: C1=CN(C(=O)N=C1N)C2C(C(C(O2)CO)O)O.Cl. Cell line: RXF 393. Synergy scores: CSS=26.4, Synergy_ZIP=-7.40, Synergy_Bliss=-1.94, Synergy_Loewe=2.39, Synergy_HSA=3.16. (4) Drug 1: C1CN1P(=S)(N2CC2)N3CC3. Drug 2: CNC(=O)C1=NC=CC(=C1)OC2=CC=C(C=C2)NC(=O)NC3=CC(=C(C=C3)Cl)C(F)(F)F. Cell line: HOP-92. Synergy scores: CSS=1.73, Synergy_ZIP=-0.685, Synergy_Bliss=6.33, Synergy_Loewe=-6.46, Synergy_HSA=-0.617. (5) Drug 1: C1=CC(=CC=C1CCC2=CNC3=C2C(=O)NC(=N3)N)C(=O)NC(CCC(=O)O)C(=O)O. Drug 2: C1CN(CCN1C(=O)CCBr)C(=O)CCBr. Cell line: HS 578T. Synergy scores: CSS=21.0, Synergy_ZIP=-8.77, Synergy_Bliss=-2.80, Synergy_Loewe=-10.9, Synergy_HSA=0.212. (6) Drug 1: CN(C(=O)NC(C=O)C(C(C(CO)O)O)O)N=O. Drug 2: C1CNP(=O)(OC1)N(CCCl)CCCl. Cell line: RXF 393. Synergy scores: CSS=-0.289, Synergy_ZIP=1.18, Synergy_Bliss=-1.15, Synergy_Loewe=-3.58, Synergy_HSA=-3.59. (7) Drug 1: C1=C(C(=O)NC(=O)N1)F. Drug 2: C1CC(C1)(C(=O)O)C(=O)O.[NH2-].[NH2-].[Pt+2]. Cell line: IGROV1. Synergy scores: CSS=64.1, Synergy_ZIP=8.00, Synergy_Bliss=7.85, Synergy_Loewe=8.81, Synergy_HSA=14.2. (8) Drug 1: CC1OCC2C(O1)C(C(C(O2)OC3C4COC(=O)C4C(C5=CC6=C(C=C35)OCO6)C7=CC(=C(C(=C7)OC)O)OC)O)O. Drug 2: C1=NC2=C(N=C(N=C2N1C3C(C(C(O3)CO)O)F)Cl)N. Cell line: 786-0. Synergy scores: CSS=34.2, Synergy_ZIP=-9.83, Synergy_Bliss=-7.50, Synergy_Loewe=-15.1, Synergy_HSA=-4.20. (9) Drug 1: COC1=CC(=CC(=C1O)OC)C2C3C(COC3=O)C(C4=CC5=C(C=C24)OCO5)OC6C(C(C7C(O6)COC(O7)C8=CC=CS8)O)O. Drug 2: CCC1(C2=C(COC1=O)C(=O)N3CC4=CC5=C(C=CC(=C5CN(C)C)O)N=C4C3=C2)O.Cl. Cell line: U251. Synergy scores: CSS=61.0, Synergy_ZIP=4.15, Synergy_Bliss=4.30, Synergy_Loewe=4.81, Synergy_HSA=7.92.